Dataset: Reaction yield outcomes from USPTO patents with 853,638 reactions. Task: Predict the reaction yield, written as a fraction of the theoretical maximum amount of product (1.0 means a 100% yield; for example, 0.34 means a 34% yield). (1) The reactants are [F:1][C:2]([F:12])([F:11])[C:3](=O)[CH2:4][C:5]([O:7]CC)=O.[NH2:13][C:14]1[CH:19]=[CH:18][CH:17]=[C:16]([NH2:20])[N:15]=1. The catalyst is C1(OC2C=CC=CC=2)C=CC=CC=1. The product is [NH2:13][C:14]1[N:15]=[C:16]2[C:17]([C:3]([C:2]([F:1])([F:11])[F:12])=[CH:4][C:5](=[O:7])[NH:20]2)=[CH:18][CH:19]=1. The yield is 0.970. (2) The reactants are [O:1]1[C:3]2([CH2:8][CH2:7][N:6]([C:9]3[CH:14]=[CH:13][C:12]([N:15]4[CH2:19][C@H:18]([CH2:20][NH:21][C:22](=[O:24])[CH3:23])[O:17][C:16]4=[O:25])=[CH:11][C:10]=3[F:26])[CH2:5][CH2:4]2)[CH2:2]1.[N-:27]=[N+:28]=[N-:29].[Na+].C(O)(=O)C. The catalyst is CN(C)C=O. The product is [N:27]([CH2:2][C:3]1([OH:1])[CH2:4][CH2:5][N:6]([C:9]2[CH:14]=[CH:13][C:12]([N:15]3[CH2:19][C@H:18]([CH2:20][NH:21][C:22](=[O:24])[CH3:23])[O:17][C:16]3=[O:25])=[CH:11][C:10]=2[F:26])[CH2:7][CH2:8]1)=[N+:28]=[N-:29]. The yield is 0.720. (3) The reactants are Cl[CH2:2][C:3]([NH:5][C:6]1[CH:26]=[CH:25][C:9]2[N:10]=[C:11]([NH:14][C@H:15]3[C:24]4[C:19](=[CH:20][CH:21]=[CH:22][CH:23]=4)[CH2:18][CH2:17][CH2:16]3)[O:12][CH2:13][C:8]=2[CH:7]=1)=[O:4].[CH3:27][O:28][CH2:29][CH2:30][NH2:31]. No catalyst specified. The product is [CH3:27][O:28][CH2:29][CH2:30][NH:31][CH2:2][C:3]([NH:5][C:6]1[CH:26]=[CH:25][C:9]2[N:10]=[C:11]([NH:14][C@H:15]3[C:24]4[C:19](=[CH:20][CH:21]=[CH:22][CH:23]=4)[CH2:18][CH2:17][CH2:16]3)[O:12][CH2:13][C:8]=2[CH:7]=1)=[O:4]. The yield is 0.940. (4) The reactants are O[CH:2]1[C:10]2[C:5](=[CH:6][CH:7]=[CH:8][CH:9]=2)[C:4](=[O:11])[N:3]1[CH2:12][C:13]1[S:14][CH:15]=[CH:16][CH:17]=1.[C:18]([OH:22])(=[O:21])[CH2:19][SH:20]. The catalyst is C(O)(=O)C. The product is [O:11]=[C:4]1[C:5]2[C:10](=[CH:9][CH:8]=[CH:7][CH:6]=2)[CH:2]([S:20][CH2:19][C:18]([OH:22])=[O:21])[N:3]1[CH2:12][C:13]1[S:14][CH:15]=[CH:16][CH:17]=1. The yield is 0.830. (5) The reactants are [C:1]1([O:11][CH2:12][CH2:13][CH2:14][Si:15](Cl)([Cl:17])[Cl:16])[C:10]2[C:5](=[CH:6][CH:7]=[CH:8][CH:9]=2)[CH:4]=[CH:3][CH:2]=1.C[SiH](Cl)Cl. The catalyst is [Cl-].C([P+](CCCC)(CCCC)CCCC)CCC. The product is [C:1]1([O:11][CH2:12][CH2:13][CH2:14][SiH:15]([Cl:17])[Cl:16])[C:10]2[C:5](=[CH:6][CH:7]=[CH:8][CH:9]=2)[CH:4]=[CH:3][CH:2]=1. The yield is 0.751. (6) The product is [Si:47]([O:54][C@H:55]1[CH2:59][N:58]([C:2]([N:37]2[CH2:38][CH2:39][O:40][C@@H:35]([CH:28]([C:19]3[CH:18]=[CH:17][CH:16]=[C:15]([F:14])[C:20]=3[C:21]3[CH:26]=[CH:25][CH:24]=[C:23]([CH3:27])[CH:22]=3)[CH2:29][CH2:30][CH2:31][CH2:32][O:33][CH3:34])[CH2:36]2)=[O:4])[CH2:57][C@H:56]1[NH:60][C:61](=[O:67])[O:62][C:63]([CH3:66])([CH3:65])[CH3:64])([C:50]([CH3:53])([CH3:52])[CH3:51])([CH3:49])[CH3:48]. The catalyst is C(Cl)Cl.C(N(CC)CC)C. The reactants are Cl[C:2](Cl)([O:4]C(=O)OC(Cl)(Cl)Cl)Cl.Cl.[F:14][C:15]1[C:20]([C:21]2[CH:26]=[CH:25][CH:24]=[C:23]([CH3:27])[CH:22]=2)=[C:19]([CH:28]([C@@H:35]2[O:40][CH2:39][CH2:38][NH:37][CH2:36]2)[CH2:29][CH2:30][CH2:31][CH2:32][O:33][CH3:34])[CH:18]=[CH:17][CH:16]=1.N1C=CC=CC=1.[Si:47]([O:54][C@H:55]1[CH2:59][NH:58][CH2:57][C@H:56]1[NH:60][C:61](=[O:67])[O:62][C:63]([CH3:66])([CH3:65])[CH3:64])([C:50]([CH3:53])([CH3:52])[CH3:51])([CH3:49])[CH3:48]. The yield is 0.630. (7) The reactants are C([N:8]1[CH2:13][CH2:12][N:11]([C:14]2[CH:19]=[CH:18][CH:17]=[CH:16][C:15]=2[C:20]([OH:22])=O)[CH2:10][CH2:9]1)(OC(C)(C)C)=O.[NH:23]1[CH2:28][CH2:27][CH2:26][CH2:25][CH2:24]1.CCN=C=NCCCN(C)C. The catalyst is CN(C1C=CN=CC=1)C.C(Cl)Cl. The product is [N:11]1([C:14]2[CH:19]=[CH:18][CH:17]=[CH:16][C:15]=2[C:20]([N:23]2[CH2:28][CH2:27][CH2:26][CH2:25][CH2:24]2)=[O:22])[CH2:10][CH2:9][NH:8][CH2:13][CH2:12]1. The yield is 0.710.